This data is from hERG potassium channel inhibition data for cardiac toxicity prediction from Karim et al.. The task is: Regression/Classification. Given a drug SMILES string, predict its toxicity properties. Task type varies by dataset: regression for continuous values (e.g., LD50, hERG inhibition percentage) or binary classification for toxic/non-toxic outcomes (e.g., AMES mutagenicity, cardiotoxicity, hepatotoxicity). Dataset: herg_karim. (1) The compound is Nc1ccc(-c2cccs2)cc1NC(=O)c1ccc(N2CCC3(CC2)CNC3=O)nc1. The result is 0 (non-blocker). (2) The compound is NC(=O)c1cnc(NC(C2CC2)C2CC2)c2c1[nH]c1cc(-c3cnc(N)cn3)ccc12. The result is 1 (blocker). (3) The molecule is CC[NH+](CC)CCC[C@@H](C)Nc1ccnc2cc(Cl)ccc12. The result is 1 (blocker). (4) The compound is O=S1(=O)CCC(C2N[C@@H](c3nc(-c4ccccc4)c[nH]3)Cc3c2[nH]c2ccccc32)CC1. The result is 1 (blocker).